From a dataset of Reaction yield outcomes from USPTO patents with 853,638 reactions. Predict the reaction yield, written as a fraction of the theoretical maximum amount of product (1.0 means a 100% yield; for example, 0.34 means a 34% yield). (1) The reactants are [C:1](#[N:4])[CH:2]=[CH2:3].[CH2:5]([NH2:8])[CH2:6][NH2:7]. The catalyst is O. The product is [CH2:5]([N:8]([CH2:3][CH2:2][C:1]#[N:4])[CH2:3][CH2:2][C:1]#[N:4])[CH2:6][N:7]([CH2:3][CH2:2][C:1]#[N:4])[CH2:3][CH2:2][C:1]#[N:4]. The yield is 0.764. (2) The reactants are [CH3:1][C:2]1([CH3:22])[C:6]([CH3:8])([CH3:7])[O:5][B:4]([C:9]2[CH2:14][CH2:13][N:12](C(OC(C)(C)C)=O)[CH2:11][CH:10]=2)[O:3]1.[ClH:23]. The catalyst is CC(OC)(C)C.CCOCC. The product is [ClH:23].[CH3:7][C:6]1([CH3:8])[C:2]([CH3:1])([CH3:22])[O:3][B:4]([C:9]2[CH2:14][CH2:13][NH:12][CH2:11][CH:10]=2)[O:5]1. The yield is 0.900. (3) The reactants are [NH:1]1[CH2:6][CH2:5][O:4][CH2:3][CH2:2]1.F[C:8]1[CH:16]=[CH:15][C:11]([C:12]([NH2:14])=[O:13])=[CH:10][CH:9]=1. The catalyst is O. The product is [N:1]1([C:8]2[CH:16]=[CH:15][C:11]([C:12]([NH2:14])=[O:13])=[CH:10][CH:9]=2)[CH2:6][CH2:5][O:4][CH2:3][CH2:2]1. The yield is 0.940.